From a dataset of NCI-60 drug combinations with 297,098 pairs across 59 cell lines. Regression. Given two drug SMILES strings and cell line genomic features, predict the synergy score measuring deviation from expected non-interaction effect. (1) Drug 1: C1CC(=O)NC(=O)C1N2CC3=C(C2=O)C=CC=C3N. Drug 2: C1=CC(=CC=C1CC(C(=O)O)N)N(CCCl)CCCl.Cl. Cell line: HL-60(TB). Synergy scores: CSS=46.3, Synergy_ZIP=-1.15, Synergy_Bliss=-3.02, Synergy_Loewe=-41.0, Synergy_HSA=-3.55. (2) Drug 1: C1=NC2=C(N=C(N=C2N1C3C(C(C(O3)CO)O)O)F)N. Drug 2: CN(CCCl)CCCl.Cl. Cell line: IGROV1. Synergy scores: CSS=15.9, Synergy_ZIP=-3.66, Synergy_Bliss=0.918, Synergy_Loewe=-6.38, Synergy_HSA=1.29. (3) Drug 1: CC1=C(C=C(C=C1)C(=O)NC2=CC(=CC(=C2)C(F)(F)F)N3C=C(N=C3)C)NC4=NC=CC(=N4)C5=CN=CC=C5. Drug 2: C(CN)CNCCSP(=O)(O)O. Cell line: OVCAR-5. Synergy scores: CSS=-6.05, Synergy_ZIP=4.24, Synergy_Bliss=1.61, Synergy_Loewe=-5.14, Synergy_HSA=-4.86. (4) Cell line: HCT116. Synergy scores: CSS=79.8, Synergy_ZIP=0.941, Synergy_Bliss=-0.843, Synergy_Loewe=-0.915, Synergy_HSA=0.476. Drug 1: CN(CC1=CN=C2C(=N1)C(=NC(=N2)N)N)C3=CC=C(C=C3)C(=O)NC(CCC(=O)O)C(=O)O. Drug 2: CC1=C(C(=O)C2=C(C1=O)N3CC4C(C3(C2COC(=O)N)OC)N4)N.